This data is from Retrosynthesis with 50K atom-mapped reactions and 10 reaction types from USPTO. The task is: Predict the reactants needed to synthesize the given product. (1) Given the product CC[C@H](C)[C@H](NCc1ccccc1)C(=O)OC, predict the reactants needed to synthesize it. The reactants are: CC[C@H](C)[C@H](N)C(=O)OC.O=Cc1ccccc1. (2) Given the product Cc1cccc(CCNC2CCc3cc(Oc4ccc(C(N)=O)cn4)ccc32)c1, predict the reactants needed to synthesize it. The reactants are: Cc1cccc(CCN)c1.NC(=O)c1ccc(Oc2ccc3c(c2)CCC3=O)nc1. (3) Given the product CC(C)(C)OC(=O)N1CCC(CNCc2noc(-c3cc4cnccc4o3)n2)CC1, predict the reactants needed to synthesize it. The reactants are: CC(C)(C)OC(=O)N1CCC(C=O)CC1.NCc1noc(-c2cc3cnccc3o2)n1. (4) Given the product C#CCCCCC(C)(C)c1cc(OC)cc(OC)c1, predict the reactants needed to synthesize it. The reactants are: COc1cc(OC)cc(C(C)(C)CCCCC#C[Si](C)(C)C)c1. (5) Given the product CNC(=O)c1cc(Br)ccc1C, predict the reactants needed to synthesize it. The reactants are: CN.Cc1ccc(Br)cc1C(=O)O. (6) Given the product O=C(N1CCc2ccc(Cl)c(N3CC(O)C3)c2CC1)C(F)(F)F, predict the reactants needed to synthesize it. The reactants are: CC(C)(C)[Si](C)(C)OC1CN(c2c(Cl)ccc3c2CCN(C(=O)C(F)(F)F)CC3)C1. (7) Given the product CCOC(=O)CNC(=O)c1cc2cc(-c3ccc(C(C)(C)C)cc3)ccc2n1-c1ccc(OC2CCCC2)cc1, predict the reactants needed to synthesize it. The reactants are: CC(C)(C)c1ccc(-c2ccc3c(c2)cc(C(=O)Cl)n3-c2ccc(OC3CCCC3)cc2)cc1.CCOC(=O)CN. (8) Given the product CCCCCCCCCCCCCCCC(=O)NCCOCCn1c(CCOC)nc2c(N)nc3ccccc3c21, predict the reactants needed to synthesize it. The reactants are: CCCCCCCCCCCCCCCC(=O)Cl.COCCc1nc2c(N)nc3ccccc3c2n1CCOCCN. (9) Given the product Cc1nnn(-c2ccccc2F)c1-c1cn(-c2ccc(C(=O)O)cn2)cn1, predict the reactants needed to synthesize it. The reactants are: COC(=O)c1ccc(-n2cnc(-c3c(C)nnn3-c3ccccc3F)c2)nc1.